The task is: Predict which catalyst facilitates the given reaction.. This data is from Catalyst prediction with 721,799 reactions and 888 catalyst types from USPTO. (1) Reactant: O=S(Cl)Cl.CN([CH:8]=[O:9])C.[C:10]1([S:16][C:17]2[CH:25]=[CH:24][CH:23]=[CH:22][C:18]=2[C:19](O)=[O:20])[CH:15]=[CH:14][CH:13]=[CH:12][CH:11]=1.O.[CH:27](Cl)(Cl)Cl. Product: [C:10]1([S:16][C:17]2[CH:25]=[CH:24][CH:23]=[CH:22][C:18]=2[C:19]([O:9][CH2:8][CH3:27])=[O:20])[CH:15]=[CH:14][CH:13]=[CH:12][CH:11]=1. The catalyst class is: 14. (2) Reactant: [CH2:1]([C:5]([CH2:10][CH:11]([CH3:13])[CH3:12])([CH2:8][OH:9])[CH2:6][OH:7])[CH:2]([CH3:4])[CH3:3].ClCCl.[CH3:17][Si:18](Cl)([CH3:20])[CH3:19]. Product: [CH2:1]([C:5]([CH2:10][CH:11]([CH3:13])[CH3:12])([CH2:6][O:7][Si:18]([CH3:20])([CH3:19])[CH3:17])[CH2:8][O:9][Si:18]([CH3:20])([CH3:19])[CH3:17])[CH:2]([CH3:4])[CH3:3]. The catalyst class is: 66.